From a dataset of hERG potassium channel inhibition data for cardiac toxicity prediction from Karim et al.. Regression/Classification. Given a drug SMILES string, predict its toxicity properties. Task type varies by dataset: regression for continuous values (e.g., LD50, hERG inhibition percentage) or binary classification for toxic/non-toxic outcomes (e.g., AMES mutagenicity, cardiotoxicity, hepatotoxicity). Dataset: herg_karim. (1) The molecule is CC(C)COc1ccc(Cl)cc1-c1ccccc1-c1cccc(C(=O)[O-])n1.[Na+]. The result is 0 (non-blocker). (2) The drug is CC(=O)N1Cc2ccccc2CC1CN1CCC2(CCc3ccccc32)CC1. The result is 1 (blocker). (3) The molecule is Cl.O=C(CCc1ccccc1)c1ccccc1OCC(O)CN1CCN(C(c2ccccc2)c2ccccc2)CC1. The result is 1 (blocker).